Task: Predict the product of the given reaction.. Dataset: Forward reaction prediction with 1.9M reactions from USPTO patents (1976-2016) (1) Given the reactants [N:1]1[CH:2]=[CH:3][N:4]2[C:9]=1[CH:8]=[CH:7][C:6]([C:10]1[CH:15]=[CH:14][C:13]([C:16]([N:18]3[CH2:23][CH2:22][O:21][CH2:20][CH2:19]3)=[O:17])=[C:12]([N+:24]([O-:26])=[O:25])[CH:11]=1)=[N:5]2.[I:27]N1C(=O)CCC1=O, predict the reaction product. The product is: [I:27][C:3]1[N:4]2[N:5]=[C:6]([C:10]3[CH:15]=[CH:14][C:13]([C:16]([N:18]4[CH2:19][CH2:20][O:21][CH2:22][CH2:23]4)=[O:17])=[C:12]([N+:24]([O-:26])=[O:25])[CH:11]=3)[CH:7]=[CH:8][C:9]2=[N:1][CH:2]=1. (2) Given the reactants [CH3:1][O:2][C:3]1[CH:8]=[C:7]([CH3:9])[NH:6][C:5](=[O:10])[C:4]=1[CH2:11][NH:12][C:13]([C:15]1[C:23]2[C:18](=[N:19][CH:20]=[CH:21][CH:22]=2)[N:17]([CH:24]([C:26]2[CH:27]=[C:28]([CH:32]=[CH:33][CH:34]=2)[C:29]([OH:31])=[O:30])[CH3:25])[C:16]=1[CH3:35])=[O:14].[CH3:36]O, predict the reaction product. The product is: [CH3:1][O:2][C:3]1[CH:8]=[C:7]([CH3:9])[NH:6][C:5](=[O:10])[C:4]=1[CH2:11][NH:12][C:13]([C:15]1[C:23]2[C:18](=[N:19][CH:20]=[CH:21][CH:22]=2)[N:17]([CH:24]([C:26]2[CH:27]=[C:28]([CH:32]=[CH:33][CH:34]=2)[C:29]([O:31][CH3:36])=[O:30])[CH3:25])[C:16]=1[CH3:35])=[O:14]. (3) Given the reactants B(Cl)(Cl)Cl.C([O:12][N:13]1[C:19](=[O:20])[N:18]2[CH2:21][C@H:14]1[CH2:15][CH2:16][C@H:17]2[C:22]1[O:26][N:25]=[C:24]([CH:27]2[CH2:32][CH2:31][N:30]([C:33]([O:35][CH2:36][CH:37]3[C:49]4[CH:48]=[CH:47][CH:46]=[CH:45][C:44]=4[C:43]4[C:38]3=[CH:39][CH:40]=[CH:41][CH:42]=4)=[O:34])[CH2:29][CH2:28]2)[N:23]=1)C1C=CC=CC=1.CO, predict the reaction product. The product is: [OH:12][N:13]1[C:19](=[O:20])[N:18]2[CH2:21][C@H:14]1[CH2:15][CH2:16][C@H:17]2[C:22]1[O:26][N:25]=[C:24]([CH:27]2[CH2:28][CH2:29][N:30]([C:33]([O:35][CH2:36][CH:37]3[C:49]4[CH:48]=[CH:47][CH:46]=[CH:45][C:44]=4[C:43]4[C:38]3=[CH:39][CH:40]=[CH:41][CH:42]=4)=[O:34])[CH2:31][CH2:32]2)[N:23]=1. (4) Given the reactants [Cl:1][C:2]1[CH:7]=[CH:6][C:5]([S:8]([NH:11][C@@H:12]([C:20]2[CH2:24][C:23](=[O:25])[O:22][N:21]=2)[CH2:13][C:14]2[CH:19]=[CH:18][CH:17]=[CH:16][CH:15]=2)(=[O:10])=[O:9])=[CH:4][CH:3]=1.[CH3:26][Si](CNN)(C)C.O, predict the reaction product. The product is: [Cl:1][C:2]1[CH:7]=[CH:6][C:5]([S:8]([NH:11][C@@H:12]([C:20]2[CH:24]=[C:23]([O:25][CH3:26])[O:22][N:21]=2)[CH2:13][C:14]2[CH:19]=[CH:18][CH:17]=[CH:16][CH:15]=2)(=[O:10])=[O:9])=[CH:4][CH:3]=1.